From a dataset of Forward reaction prediction with 1.9M reactions from USPTO patents (1976-2016). Predict the product of the given reaction. (1) Given the reactants [CH3:1][C:2]1[O:6][C:5]([C:7]2[CH:12]=[CH:11][CH:10]=[CH:9][CH:8]=2)=[N:4][C:3]=1[CH2:13][CH2:14][O:15][C:16]1[CH:23]=[CH:22][C:19]([CH:20]=[O:21])=[CH:18][N:17]=1.[I-].[Li+].[CH2:26]([O:28][C:29]([C:31]1(Br)[CH2:34][CH2:33][CH2:32]1)=[O:30])[CH3:27], predict the reaction product. The product is: [OH:21][CH:20]([C:19]1[CH:18]=[N:17][C:16]([O:15][CH2:14][CH2:13][C:3]2[N:4]=[C:5]([C:7]3[CH:8]=[CH:9][CH:10]=[CH:11][CH:12]=3)[O:6][C:2]=2[CH3:1])=[CH:23][CH:22]=1)[C:31]1([C:29]([O:28][CH2:26][CH3:27])=[O:30])[CH2:34][CH2:33][CH2:32]1. (2) Given the reactants Br[CH2:2][CH2:3][CH2:4][CH:5]1[O:10][C:9]2[CH:11]=[CH:12][CH:13]=[CH:14][C:8]=2[N:7]([C:15]2[CH:20]=[CH:19][CH:18]=[CH:17][CH:16]=2)[S:6]1(=[O:22])=[O:21].[CH2:23]([NH2:25])[CH3:24].[ClH:26], predict the reaction product. The product is: [ClH:26].[O:21]=[S:6]1(=[O:22])[CH:5]([CH2:4][CH2:3][CH2:2][NH:25][CH2:23][CH3:24])[O:10][C:9]2[CH:11]=[CH:12][CH:13]=[CH:14][C:8]=2[N:7]1[C:15]1[CH:20]=[CH:19][CH:18]=[CH:17][CH:16]=1. (3) Given the reactants [Br:1][C:2]1[CH:7]=[CH:6][C:5]([Br:8])=[CH:4][C:3]=1[S:9]([NH:12][C@H:13]1[CH2:17][N:16]([C:18](OC(C)(C)C)=O)[C@@H:15]([CH2:25][O:26][CH3:27])[CH2:14]1)(=[O:11])=[O:10].Cl.CC[N:31](C(C)C)C(C)C.BrC#N.C(O)C(N)(CO)CO, predict the reaction product. The product is: [Br:1][C:2]1[CH:7]=[CH:6][C:5]([Br:8])=[CH:4][C:3]=1[S:9]([NH:12][C@@H:13]1[CH2:14][C@H:15]([CH2:25][O:26][CH3:27])[N:16]([C:18]#[N:31])[CH2:17]1)(=[O:11])=[O:10].